This data is from NCI-60 drug combinations with 297,098 pairs across 59 cell lines. The task is: Regression. Given two drug SMILES strings and cell line genomic features, predict the synergy score measuring deviation from expected non-interaction effect. Cell line: UO-31. Drug 1: CN(C)N=NC1=C(NC=N1)C(=O)N. Drug 2: C1CN(CCN1C(=O)CCBr)C(=O)CCBr. Synergy scores: CSS=14.1, Synergy_ZIP=-6.26, Synergy_Bliss=-3.69, Synergy_Loewe=-2.51, Synergy_HSA=-1.67.